Dataset: Acute oral toxicity (LD50) regression data from Zhu et al.. Task: Regression/Classification. Given a drug SMILES string, predict its toxicity properties. Task type varies by dataset: regression for continuous values (e.g., LD50, hERG inhibition percentage) or binary classification for toxic/non-toxic outcomes (e.g., AMES mutagenicity, cardiotoxicity, hepatotoxicity). Dataset: ld50_zhu. (1) The molecule is CCOC(O)C(Cl)(Cl)Cl. The rat oral LD50 is 2.34, given as -log10 of the dose in mol/kg body weight (higher means more acutely toxic). (2) The rat oral LD50 is 1.79, given as -log10 of the dose in mol/kg body weight (higher means more acutely toxic). The molecule is CCCCCCCCCC(=O)OCCOCCOCCOC(=O)CCCCCCCCC. (3) The rat oral LD50 is 2.42, given as -log10 of the dose in mol/kg body weight (higher means more acutely toxic). The molecule is O=C(O)c1cc([N+](=O)[O-])cc([N+](=O)[O-])c1O. (4) The molecule is CN(Sc1ccccc1)C(=O)Oc1cccc2c1OC(C)(C)C2. The rat oral LD50 is 4.12, given as -log10 of the dose in mol/kg body weight (higher means more acutely toxic). (5) The drug is CCOP(=S)(NC(C)C)Oc1ccc(C)cc1[N+](=O)[O-]. The rat oral LD50 is 2.65, given as -log10 of the dose in mol/kg body weight (higher means more acutely toxic). (6) The molecule is CCOP(=S)(OCC)Oc1cc([N+](=O)[O-])c(Cl)cc1Cl. The rat oral LD50 is 3.56, given as -log10 of the dose in mol/kg body weight (higher means more acutely toxic). (7) The drug is CCOP(=S)(OCC)SCn1c(=O)oc2ccccc21. The rat oral LD50 is 3.61, given as -log10 of the dose in mol/kg body weight (higher means more acutely toxic).